Dataset: Catalyst prediction with 721,799 reactions and 888 catalyst types from USPTO. Task: Predict which catalyst facilitates the given reaction. (1) Reactant: Cl.[CH3:2][C:3]1[CH:8]=[C:7]([N+:9]([O-:11])=[O:10])[CH:6]=[C:5]([CH3:12])[C:4]=1[NH:13]C(=O)C.C(=O)([O-])[O-].[Na+].[Na+]. Product: [CH3:2][C:3]1[CH:8]=[C:7]([N+:9]([O-:11])=[O:10])[CH:6]=[C:5]([CH3:12])[C:4]=1[NH2:13]. The catalyst class is: 6. (2) Reactant: [CH3:1][O:2][C:3]1[CH:8]=[CH:7][C:6]([NH2:9])=[CH:5][CH:4]=1.[F:10][C:11]1[CH:16]=[CH:15][C:14]([S:17](Cl)(=[O:19])=[O:18])=[CH:13][C:12]=1[N+:21]([O-:23])=[O:22]. Product: [F:10][C:11]1[CH:16]=[CH:15][C:14]([S:17]([NH:9][C:6]2[CH:7]=[CH:8][C:3]([O:2][CH3:1])=[CH:4][CH:5]=2)(=[O:19])=[O:18])=[CH:13][C:12]=1[N+:21]([O-:23])=[O:22]. The catalyst class is: 5. (3) Reactant: [F:1][C:2]1[CH:7]=[C:6]([CH3:8])[C:5]([S:9][CH2:10]C(F)(F)F)=[CH:4][C:3]=1[N:15]1[CH:19]=[C:18](CC(N)=O)[C:17]([O:24][C:25]([F:34])([F:33])[CH:26]([F:32])[O:27]C(F)(F)F)=[N:16]1.C([N:37]([CH2:40]C)CC)C.[F:42][C:43]([F:54])([F:53])C(OC(=O)[C:43]([F:54])([F:53])[F:42])=O. Product: [C:40]([C:18]1[C:17]([O:24][C:25]([F:33])([F:34])[CH:26]([F:32])[O:27][C:43]([F:54])([F:53])[F:42])=[N:16][N:15]([C:3]2[CH:4]=[C:5]([S:9][CH2:10][C:43]([F:54])([F:53])[F:42])[C:6]([CH3:8])=[CH:7][C:2]=2[F:1])[CH:19]=1)#[N:37]. The catalyst class is: 7. (4) The catalyst class is: 292. Product: [NH2:25][C:3]1[C:2]([CH3:1])=[CH:11][CH:10]=[C:9]2[C:4]=1[CH:5]=[CH:6][N:7]([C@H:13]1[CH2:17][CH2:16][N:15]([C:18]([O:20][C:21]([CH3:24])([CH3:23])[CH3:22])=[O:19])[CH2:14]1)[C:8]2=[O:12]. Reactant: [CH3:1][C:2]1[C:3]([N+:25]([O-])=O)=[C:4]2[C:9](=[CH:10][CH:11]=1)[C:8](=[O:12])[N:7]([C@H:13]1[CH2:17][CH2:16][N:15]([C:18]([O:20][C:21]([CH3:24])([CH3:23])[CH3:22])=[O:19])[CH2:14]1)[CH:6]=[CH:5]2.C(O)C.[Cl-].[NH4+].O.